Dataset: NCI-60 drug combinations with 297,098 pairs across 59 cell lines. Task: Regression. Given two drug SMILES strings and cell line genomic features, predict the synergy score measuring deviation from expected non-interaction effect. (1) Drug 1: CS(=O)(=O)CCNCC1=CC=C(O1)C2=CC3=C(C=C2)N=CN=C3NC4=CC(=C(C=C4)OCC5=CC(=CC=C5)F)Cl. Drug 2: CC(C)(C#N)C1=CC=C(C=C1)N2C3=C4C=C(C=CC4=NC=C3N(C2=O)C)C5=CC6=CC=CC=C6N=C5. Cell line: NCI-H460. Synergy scores: CSS=47.1, Synergy_ZIP=0.114, Synergy_Bliss=-0.837, Synergy_Loewe=-27.5, Synergy_HSA=4.16. (2) Drug 1: CC1=C2C(C(=O)C3(C(CC4C(C3C(C(C2(C)C)(CC1OC(=O)C(C(C5=CC=CC=C5)NC(=O)OC(C)(C)C)O)O)OC(=O)C6=CC=CC=C6)(CO4)OC(=O)C)OC)C)OC. Drug 2: CCC1(C2=C(COC1=O)C(=O)N3CC4=CC5=C(C=CC(=C5CN(C)C)O)N=C4C3=C2)O.Cl. Cell line: COLO 205. Synergy scores: CSS=74.6, Synergy_ZIP=3.11, Synergy_Bliss=1.45, Synergy_Loewe=-1.80, Synergy_HSA=4.55. (3) Synergy scores: CSS=6.30, Synergy_ZIP=4.86, Synergy_Bliss=5.87, Synergy_Loewe=2.77, Synergy_HSA=1.71. Cell line: SF-268. Drug 1: C1CCC(C1)C(CC#N)N2C=C(C=N2)C3=C4C=CNC4=NC=N3. Drug 2: C1CC(=O)NC(=O)C1N2CC3=C(C2=O)C=CC=C3N. (4) Drug 1: CC1C(C(CC(O1)OC2CC(CC3=C2C(=C4C(=C3O)C(=O)C5=C(C4=O)C(=CC=C5)OC)O)(C(=O)CO)O)N)O.Cl. Drug 2: COC1=C(C=C2C(=C1)N=CN=C2NC3=CC(=C(C=C3)F)Cl)OCCCN4CCOCC4. Cell line: BT-549. Synergy scores: CSS=9.20, Synergy_ZIP=2.03, Synergy_Bliss=4.39, Synergy_Loewe=3.10, Synergy_HSA=2.30. (5) Drug 1: CC(CN1CC(=O)NC(=O)C1)N2CC(=O)NC(=O)C2. Drug 2: CC1=C(C=C(C=C1)C(=O)NC2=CC(=CC(=C2)C(F)(F)F)N3C=C(N=C3)C)NC4=NC=CC(=N4)C5=CN=CC=C5. Cell line: M14. Synergy scores: CSS=3.92, Synergy_ZIP=0.214, Synergy_Bliss=0.776, Synergy_Loewe=-1.13, Synergy_HSA=-1.08. (6) Drug 1: CC1C(C(CC(O1)OC2CC(CC3=C2C(=C4C(=C3O)C(=O)C5=C(C4=O)C(=CC=C5)OC)O)(C(=O)C)O)N)O.Cl. Drug 2: CC1=C(C(=CC=C1)Cl)NC(=O)C2=CN=C(S2)NC3=CC(=NC(=N3)C)N4CCN(CC4)CCO. Cell line: 786-0. Synergy scores: CSS=0.880, Synergy_ZIP=1.01, Synergy_Bliss=4.54, Synergy_Loewe=-1.66, Synergy_HSA=1.84. (7) Drug 1: CNC(=O)C1=NC=CC(=C1)OC2=CC=C(C=C2)NC(=O)NC3=CC(=C(C=C3)Cl)C(F)(F)F. Drug 2: C1CN(P(=O)(OC1)NCCCl)CCCl. Cell line: T-47D. Synergy scores: CSS=-1.99, Synergy_ZIP=3.82, Synergy_Bliss=6.30, Synergy_Loewe=-1.13, Synergy_HSA=-0.503.